Dataset: Reaction yield outcomes from USPTO patents with 853,638 reactions. Task: Predict the reaction yield, written as a fraction of the theoretical maximum amount of product (1.0 means a 100% yield; for example, 0.34 means a 34% yield). The reactants are Br[C:2]1[C:8]([C:9]([F:12])([F:11])[F:10])=[CH:7][C:5]([NH2:6])=[CH:4][C:3]=1[Cl:13].C(=O)([O-])[O-].[Na+].[Na+].CC1(C)C(C)(C)OB([C:28]2[CH:33]=[CH:32][C:31]([S:34]([CH:37]3[CH2:42][CH2:41][CH2:40][N:39]([C:43]([O:45][C:46]([CH3:49])([CH3:48])[CH3:47])=[O:44])[CH2:38]3)(=[O:36])=[O:35])=[CH:30][CH:29]=2)O1.O. The catalyst is C(COC)OC.C1C=CC([P]([Pd]([P](C2C=CC=CC=2)(C2C=CC=CC=2)C2C=CC=CC=2)([P](C2C=CC=CC=2)(C2C=CC=CC=2)C2C=CC=CC=2)[P](C2C=CC=CC=2)(C2C=CC=CC=2)C2C=CC=CC=2)(C2C=CC=CC=2)C2C=CC=CC=2)=CC=1. The product is [NH2:6][C:5]1[CH:7]=[C:8]([C:9]([F:12])([F:11])[F:10])[C:2]([C:28]2[CH:33]=[CH:32][C:31]([S:34]([CH:37]3[CH2:42][CH2:41][CH2:40][N:39]([C:43]([O:45][C:46]([CH3:49])([CH3:48])[CH3:47])=[O:44])[CH2:38]3)(=[O:36])=[O:35])=[CH:30][CH:29]=2)=[C:3]([Cl:13])[CH:4]=1. The yield is 0.700.